This data is from Reaction yield outcomes from USPTO patents with 853,638 reactions. The task is: Predict the reaction yield, written as a fraction of the theoretical maximum amount of product (1.0 means a 100% yield; for example, 0.34 means a 34% yield). (1) The reactants are [F:1][C:2]1[CH:10]=[C:9]([C:11]2[N:16]=[C:15]3[N:17]([CH2:20][C:21]4[CH:22]=[C:23]5[C:28](=[CH:29][CH:30]=4)[N:27]=[CH:26][CH:25]=[CH:24]5)[N:18]=[N:19][C:14]3=[CH:13][CH:12]=2)[CH:8]=[CH:7][C:3]=1[C:4](O)=[O:5].[CH2:31]([N:33](C(C)C)C(C)C)[CH3:32].CN(C(ON1N=NC2C=CC=NC1=2)=[N+](C)C)C.F[P-](F)(F)(F)(F)F.Cl.C(N)C. The catalyst is CN(C=O)C.O. The product is [CH2:31]([NH:33][C:4](=[O:5])[C:3]1[CH:7]=[CH:8][C:9]([C:11]2[N:16]=[C:15]3[N:17]([CH2:20][C:21]4[CH:22]=[C:23]5[C:28](=[CH:29][CH:30]=4)[N:27]=[CH:26][CH:25]=[CH:24]5)[N:18]=[N:19][C:14]3=[CH:13][CH:12]=2)=[CH:10][C:2]=1[F:1])[CH3:32]. The yield is 0.660. (2) The reactants are C[O:2][C:3]([CH:5]1[CH2:9][N:8]([C:10]([O:12][CH2:13][C:14]2[CH:19]=[CH:18][CH:17]=[CH:16][CH:15]=2)=[O:11])[CH:7]2[CH2:20][CH2:21][N:22]([C:23]([O:25][C:26]([CH3:29])([CH3:28])[CH3:27])=[O:24])[CH:6]12)=O.[Li+].[BH4-].CO.O. The catalyst is C1COCC1. The product is [C:26]([O:25][C:23]([N:22]1[CH:6]2[CH:7]([N:8]([C:10]([O:12][CH2:13][C:14]3[CH:15]=[CH:16][CH:17]=[CH:18][CH:19]=3)=[O:11])[CH2:9][CH:5]2[CH2:3][OH:2])[CH2:20][CH2:21]1)=[O:24])([CH3:29])([CH3:27])[CH3:28]. The yield is 0.750.